Task: Predict the reactants needed to synthesize the given product.. Dataset: Full USPTO retrosynthesis dataset with 1.9M reactions from patents (1976-2016) (1) The reactants are: [CH3:1][CH:2]([CH2:5][C:6]1[CH:11]=[CH:10][C:9]2[O:12][CH2:13][O:14][C:8]=2[CH:7]=1)[CH:3]=[O:4].[C:15](O)(=[O:17])[CH3:16]. Given the product [C:15]([O:4][CH:3]=[C:2]([CH3:1])[CH2:5][C:6]1[CH:11]=[CH:10][C:9]2[O:12][CH2:13][O:14][C:8]=2[CH:7]=1)(=[O:17])[CH3:16], predict the reactants needed to synthesize it. (2) Given the product [CH3:13][C:5]1[C:6](=[O:12])[O:7][C:8]2[C:3]([CH:4]=1)=[C:2]([O:1][CH2:17][O:18][CH3:19])[CH:11]=[CH:10][CH:9]=2, predict the reactants needed to synthesize it. The reactants are: [OH:1][C:2]1[CH:11]=[CH:10][CH:9]=[C:8]2[C:3]=1[CH:4]=[C:5]([CH3:13])[C:6](=[O:12])[O:7]2.[H-].[Na+].Cl[CH2:17][O:18][CH3:19].